Dataset: Reaction yield outcomes from USPTO patents with 853,638 reactions. Task: Predict the reaction yield, written as a fraction of the theoretical maximum amount of product (1.0 means a 100% yield; for example, 0.34 means a 34% yield). (1) The reactants are [CH:1]1([CH2:5][C:6]2[N:7]=[C:8]([C:11]([NH:13][CH2:14][C:15]([OH:18])([CH3:17])[CH3:16])=[O:12])[S:9][CH:10]=2)[CH2:4][CH2:3][CH2:2]1.Br[C:20]1[CH:25]=[CH:24][C:23]([S:26]([NH:29][C:30]([CH3:33])([CH3:32])[CH3:31])(=[O:28])=[O:27])=[C:22]([Cl:34])[C:21]=1[Cl:35].C([O-])([O-])=O.[K+].[K+].C1(P(C2CCCCC2)C2CCCCC2)CCCCC1.[H+].[B-](F)(F)(F)F.C(O)(C(C)(C)C)=O. The catalyst is CC([O-])=O.CC([O-])=O.[Pd+2].CC(N(C)C)=O. The product is [C:30]([NH:29][S:26]([C:23]1[CH:24]=[CH:25][C:20]([C:10]2[S:9][C:8]([C:11]([NH:13][CH2:14][C:15]([OH:18])([CH3:16])[CH3:17])=[O:12])=[N:7][C:6]=2[CH2:5][CH:1]2[CH2:2][CH2:3][CH2:4]2)=[C:21]([Cl:35])[C:22]=1[Cl:34])(=[O:28])=[O:27])([CH3:33])([CH3:31])[CH3:32]. The yield is 0.640. (2) The yield is 0.950. The reactants are [F:1][C:2]([F:17])([F:16])[C:3]1[CH:8]=[CH:7][CH:6]=[CH:5][C:4]=1[C:9]1[N:14]=[N:13][C:12]([NH2:15])=[CH:11][CH:10]=1.C([O-])(O)=O.[Na+].[Br:23]Br. The catalyst is CO. The product is [Br:23][C:11]1[CH:10]=[C:9]([C:4]2[CH:5]=[CH:6][CH:7]=[CH:8][C:3]=2[C:2]([F:16])([F:1])[F:17])[N:14]=[N:13][C:12]=1[NH2:15]. (3) The reactants are Br[CH2:2][CH2:3][CH2:4][CH2:5][CH2:6][CH2:7][CH2:8][CH2:9][CH2:10][OH:11].[K].[C:13]1(=[O:23])[NH:17][C:16](=[O:18])[C:15]2=[CH:19][CH:20]=[CH:21][CH:22]=[C:14]12. The yield is 1.00. The catalyst is CN(C=O)C. The product is [C:13]1(=[O:23])[N:17]([CH2:2][CH2:3][CH2:4][CH2:5][CH2:6][CH2:7][CH2:8][CH2:9][CH2:10][OH:11])[C:16](=[O:18])[C:15]2=[CH:19][CH:20]=[CH:21][CH:22]=[C:14]12. (4) The reactants are [F:1][C:2]1[CH:7]=[C:6]([O:8][CH3:9])[CH:5]=[CH:4][C:3]=1[N:10]1[C:14](I)=[C:13]([C:16]#[N:17])[C:12]([CH3:18])=[N:11]1.[Li]CCCC.CON(C)[C:27](=[O:36])[CH:28]([CH3:35])[CH2:29][CH:30]([O:33][CH3:34])[O:31][CH3:32]. The catalyst is CCOCC. The product is [CH3:32][O:31][CH:30]([O:33][CH3:34])[CH2:29][CH:28]([CH3:35])[C:27]([C:14]1[N:10]([C:3]2[CH:4]=[CH:5][C:6]([O:8][CH3:9])=[CH:7][C:2]=2[F:1])[N:11]=[C:12]([CH3:18])[C:13]=1[C:16]#[N:17])=[O:36]. The yield is 0.480. (5) The reactants are [CH:1]([C:9]1[CH:10]=[CH:11][C:12]2[O:13][CH2:14][C:15](=[O:19])[NH:16][C:17]=2[N:18]=1)=CC1C=CC=CC=1.BrC1C=CC2[O:25]CC(=O)NC=2N=1.C1(/C=C/B(O)O)C=CC=CC=1.C([O-])([O-])=O.[K+].[K+]. The catalyst is O1CCOCC1.O.CCOC(C)=O.C1C=CC([P]([Pd]([P](C2C=CC=CC=2)(C2C=CC=CC=2)C2C=CC=CC=2)([P](C2C=CC=CC=2)(C2C=CC=CC=2)C2C=CC=CC=2)[P](C2C=CC=CC=2)(C2C=CC=CC=2)C2C=CC=CC=2)(C2C=CC=CC=2)C2C=CC=CC=2)=CC=1. The product is [O:19]=[C:15]1[CH2:14][O:13][C:12]2[CH:11]=[CH:10][C:9]([CH:1]=[O:25])=[N:18][C:17]=2[NH:16]1. The yield is 0.430. (6) The reactants are [Br:1][CH2:2][CH2:3][O:4][C:5]1[C:14]2[O:13][CH2:12][CH2:11][O:10][C:9]=2[CH:8]=[CH:7][CH:6]=1.[CH3:15][C:16]1[N:17]=[C:18]([NH2:22])[S:19][C:20]=1[CH3:21]. No catalyst specified. The product is [BrH:1].[O:10]1[C:9]2[CH:8]=[CH:7][CH:6]=[C:5]([O:4][CH2:3][CH2:2][N:17]3[C:16]([CH3:15])=[C:20]([CH3:21])[S:19][C:18]3=[NH:22])[C:14]=2[O:13][CH2:12][CH2:11]1. The yield is 0.130. (7) The reactants are [C:1]([C:3]1[CH:11]=[C:10]2[C:6]([C:7]([C@@H:22]3[CH2:24][C@H:23]3[C:25](N(OC)C)=[O:26])=[CH:8][N:9]2[S:12]([C:15]2[CH:20]=[CH:19][C:18]([CH3:21])=[CH:17][CH:16]=2)(=[O:14])=[O:13])=[CH:5][CH:4]=1)#[N:2].C(C1C=C2C(=CC=1)N(S(C1C=CC(C)=CC=1)(=O)=O)C=C2[C@@H]1C[C@H]1C=O)#N. No catalyst specified. The product is [C:1]([C:3]1[CH:11]=[C:10]2[C:6]([C:7]([C@@H:22]3[CH2:24][C@H:23]3[CH:25]=[O:26])=[CH:8][N:9]2[S:12]([C:15]2[CH:20]=[CH:19][C:18]([CH3:21])=[CH:17][CH:16]=2)(=[O:14])=[O:13])=[CH:5][CH:4]=1)#[N:2]. The yield is 0.370.